Dataset: Reaction yield outcomes from USPTO patents with 853,638 reactions. Task: Predict the reaction yield, written as a fraction of the theoretical maximum amount of product (1.0 means a 100% yield; for example, 0.34 means a 34% yield). The catalyst is C(Cl)Cl.C([O-])(=O)C.[Pd+2].C([O-])(=O)C. The product is [CH3:4][C:5]1([C:7]2[CH:8]=[C:9]3[C:13](=[CH:14][CH:15]=2)[N:12]([CH:16]2[CH2:21][CH2:20][CH2:19][CH2:18][O:17]2)[N:11]=[C:10]3[C:22]2[N:27]=[C:26]([O:28][C@H:29]3[CH2:36][N:35]([C:37]([O:39][C:40]([CH3:43])([CH3:42])[CH3:41])=[O:38])[CH2:34][CH2:33][C:30]43[CH2:32][CH2:31]4)[CH:25]=[N:24][CH:23]=2)[CH2:3][CH2:6]1. The yield is 0.850. The reactants are [N+](=[CH2:3])=[N-].[CH2:4]=[C:5]([C:7]1[CH:8]=[C:9]2[C:13](=[CH:14][CH:15]=1)[N:12]([CH:16]1[CH2:21][CH2:20][CH2:19][CH2:18][O:17]1)[N:11]=[C:10]2[C:22]1[N:27]=[C:26]([O:28][C@H:29]2[CH2:36][N:35]([C:37]([O:39][C:40]([CH3:43])([CH3:42])[CH3:41])=[O:38])[CH2:34][CH2:33][C:30]32[CH2:32][CH2:31]3)[CH:25]=[N:24][CH:23]=1)[CH3:6].CC(O)=O.